This data is from Forward reaction prediction with 1.9M reactions from USPTO patents (1976-2016). The task is: Predict the product of the given reaction. (1) Given the reactants [CH2:1]=[C:2]1[O:6][C:4](=[O:5])[CH2:3]1.Br.[Br:8][CH2:9][CH2:10][CH2:11][NH2:12].C(N(CC)CC)C, predict the reaction product. The product is: [Br:8][CH2:9][CH2:10][CH2:11][NH:12][C:4](=[O:5])[CH2:3][C:2]([CH3:1])=[O:6]. (2) The product is: [OH:35][C:32]1[CH:33]=[CH:34][C:29]([C:9]2[CH:26]=[CH:25][C:12]3[CH2:13][CH2:14][N:15]([C:18]([O:20][C:21]([CH3:23])([CH3:24])[CH3:22])=[O:19])[CH2:16][CH2:17][C:11]=3[CH:10]=2)=[CH:30][CH:31]=1. Given the reactants CC1(C)C(C)(C)OB([C:9]2[CH:26]=[CH:25][C:12]3[CH2:13][CH2:14][N:15]([C:18]([O:20][C:21]([CH3:24])([CH3:23])[CH3:22])=[O:19])[CH2:16][CH2:17][C:11]=3[CH:10]=2)O1.Br[C:29]1[CH:34]=[CH:33][C:32]([OH:35])=[CH:31][CH:30]=1, predict the reaction product. (3) Given the reactants [CH3:1][C@H:2]1[C@H:28]([CH3:29])[C@@H:27]2[C@@:5]([C:31]([OH:33])=[O:32])([CH2:6][CH2:7][C@@:8]3([CH3:30])[C@:13]4([CH3:26])[CH2:14][CH2:15][C@H:16]5[C:21]([CH3:23])([CH3:22])[C@@H:20]([OH:24])[CH2:19][CH2:18][C@:17]5([CH3:25])[C@H:12]4[CH2:11][CH:10]=[C:9]32)[CH2:4][CH2:3]1.O[C@H:35]1[CH2:52][CH2:51][C@@:50]2(C)[C@@H:37](C[CH2:72][C@:36]3(C)[C@@H:37]2[CH2:50][CH2:51][C@H:52]2[C@@:35]3(C)CC[C@@]3(C(OCC4C=CC=CC=4)=O)CC[C@@H](C(C)=C)[C@@H]32)[C:36]1(C)[CH3:72], predict the reaction product. The product is: [OH:24][C@H:20]1[CH2:19][CH2:18][C@@:17]2([CH3:25])[C@@H:16]([CH2:15][CH2:14][C@:13]3([CH3:26])[C@@H:12]2[CH2:11][CH:10]=[C:9]2[C@@:8]3([CH3:30])[CH2:7][CH2:6][C@:5]3([C:31]([O:33][CH2:72][C:36]4[CH:37]=[CH:50][CH:51]=[CH:52][CH:35]=4)=[O:32])[C@H:27]2[C@@H:28]([CH3:29])[C@H:2]([CH3:1])[CH2:3][CH2:4]3)[C:21]1([CH3:23])[CH3:22].